This data is from Full USPTO retrosynthesis dataset with 1.9M reactions from patents (1976-2016). The task is: Predict the reactants needed to synthesize the given product. (1) Given the product [Cl:1][C:2]1[CH:3]=[C:4]([C:12]2[O:16][N:15]=[C:14]([C:17]3[C:18]([CH3:35])=[C:19]4[C:24](=[CH:25][CH:26]=3)[CH2:23][N:22]([CH:27]([CH2:32][OH:31])[CH2:28][OH:29])[CH2:21][CH2:20]4)[N:13]=2)[CH:5]=[N:6][C:7]=1[O:8][CH:9]([CH3:11])[CH3:10], predict the reactants needed to synthesize it. The reactants are: [Cl:1][C:2]1[CH:3]=[C:4]([C:12]2[O:16][N:15]=[C:14]([C:17]3[C:18]([CH3:35])=[C:19]4[C:24](=[CH:25][CH:26]=3)[CH2:23][N:22]([CH:27]3[CH2:32][O:31]C(C)(C)[O:29][CH2:28]3)[CH2:21][CH2:20]4)[N:13]=2)[CH:5]=[N:6][C:7]=1[O:8][CH:9]([CH3:11])[CH3:10].Cl. (2) The reactants are: C(OC(=O)[NH:7][CH:8]1[CH2:13][CH2:12][N:11]([C:14]2[CH:19]=[CH:18][CH:17]=[C:16]([N:20]([C:22]3[CH:27]=[CH:26][C:25]([O:28]C)=[CH:24][CH:23]=3)[CH3:21])[CH:15]=2)[CH2:10][CH2:9]1)(C)(C)C.B(Br)(Br)Br. Given the product [NH2:7][CH:8]1[CH2:13][CH2:12][N:11]([C:14]2[CH:15]=[C:16]([N:20]([CH3:21])[C:22]3[CH:23]=[CH:24][C:25]([OH:28])=[CH:26][CH:27]=3)[CH:17]=[CH:18][CH:19]=2)[CH2:10][CH2:9]1, predict the reactants needed to synthesize it.